From a dataset of Catalyst prediction with 721,799 reactions and 888 catalyst types from USPTO. Predict which catalyst facilitates the given reaction. Reactant: [NH2:1][C:2]1[CH:7]=[CH:6][C:5]([C:8]2[S:12][C:11]([CH2:13][NH:14][S:15]([C:18]([F:21])([F:20])[F:19])(=[O:17])=[O:16])=[N:10][CH:9]=2)=[CH:4][CH:3]=1.C(N(CC)CC)C.[C:29]1([S:35](Cl)(=[O:37])=[O:36])[CH:34]=[CH:33][CH:32]=[CH:31][CH:30]=1. Product: [F:21][C:18]([F:19])([F:20])[S:15]([NH:14][CH2:13][C:11]1[S:12][C:8]([C:5]2[CH:4]=[CH:3][C:2]([NH:1][S:35]([C:29]3[CH:34]=[CH:33][CH:32]=[CH:31][CH:30]=3)(=[O:37])=[O:36])=[CH:7][CH:6]=2)=[CH:9][N:10]=1)(=[O:17])=[O:16]. The catalyst class is: 4.